Task: Predict the product of the given reaction.. Dataset: Forward reaction prediction with 1.9M reactions from USPTO patents (1976-2016) Given the reactants [NH2:1][C:2]1[CH:31]=[CH:30][C:5]([CH2:6][C:7]2[NH:15][C:14]3[C:13](=[O:16])[N:12]([CH2:17][C:18]4[CH:23]=[CH:22][CH:21]=[CH:20][C:19]=4[F:24])[C:11](=[O:25])[N:10]([CH2:26][CH2:27][CH2:28][CH3:29])[C:9]=3[N:8]=2)=[CH:4][CH:3]=1.[F:32][C:33]1[CH:34]=[C:35]([S:40](Cl)(=[O:42])=[O:41])[CH:36]=[CH:37][C:38]=1[F:39], predict the reaction product. The product is: [CH2:26]([N:10]1[C:9]2[N:8]=[C:7]([CH2:6][C:5]3[CH:4]=[CH:3][C:2]([NH:1][S:40]([C:35]4[CH:36]=[CH:37][C:38]([F:39])=[C:33]([F:32])[CH:34]=4)(=[O:42])=[O:41])=[CH:31][CH:30]=3)[NH:15][C:14]=2[C:13](=[O:16])[N:12]([CH2:17][C:18]2[CH:23]=[CH:22][CH:21]=[CH:20][C:19]=2[F:24])[C:11]1=[O:25])[CH2:27][CH2:28][CH3:29].